This data is from Reaction yield outcomes from USPTO patents with 853,638 reactions. The task is: Predict the reaction yield, written as a fraction of the theoretical maximum amount of product (1.0 means a 100% yield; for example, 0.34 means a 34% yield). (1) The reactants are [CH3:1][Mg]Br.CON(C)[C:7]([C:9]1[S:13][C:12]([C:14]2[CH:15]=[N:16][CH:17]=[CH:18][CH:19]=2)=[N:11][C:10]=1[C:20]([F:23])([F:22])[F:21])=[O:8]. The catalyst is C(Cl)Cl. The product is [N:16]1[CH:17]=[CH:18][CH:19]=[C:14]([C:12]2[S:13][C:9]([C:7](=[O:8])[CH3:1])=[C:10]([C:20]([F:21])([F:22])[F:23])[N:11]=2)[CH:15]=1. The yield is 0.980. (2) The reactants are [F:1][CH:2]([F:17])[CH2:3][CH2:4][CH2:5][N:6]1[C:14]2[C:9](=[N:10][CH:11]=[CH:12][CH:13]=2)[N:8]=[C:7]1[CH2:15]O.[CH:18]1([N:21]2[C:29]3[CH:28]=[CH:27][N:26]=[CH:25][C:24]=3[NH:23][C:22]2=[O:30])[CH2:20][CH2:19]1.C1(P(C2C=CC=CC=2)C2C=CC=CC=2)C=CC=CC=1.N(/C(OC(C)C)=O)=N\C(OC(C)C)=O. The catalyst is C1COCC1. The product is [CH:18]1([N:21]2[C:29]3[CH:28]=[CH:27][N:26]=[CH:25][C:24]=3[N:23]([CH2:15][C:7]3[N:6]([CH2:5][CH2:4][CH2:3][CH:2]([F:17])[F:1])[C:14]4[C:9]([N:8]=3)=[N:10][CH:11]=[CH:12][CH:13]=4)[C:22]2=[O:30])[CH2:20][CH2:19]1. The yield is 0.580.